Dataset: Forward reaction prediction with 1.9M reactions from USPTO patents (1976-2016). Task: Predict the product of the given reaction. (1) Given the reactants O.[F:2][C:3]1[CH:4]=[C:5]([C:10]2[CH:11]=[CH:12][C:13](=[O:32])[N:14]([CH2:16][C:17]3[CH:22]=[CH:21][CH:20]=[C:19](B4OC(C)(C)C(C)(C)O4)[CH:18]=3)[N:15]=2)[CH:6]=[C:7]([F:9])[CH:8]=1.Br[C:34]1[N:35]=[CH:36][C:37]([NH2:40])=[N:38][CH:39]=1.C(=O)([O-])O.[Na+], predict the reaction product. The product is: [NH2:40][C:37]1[N:38]=[CH:39][C:34]([C:19]2[CH:18]=[C:17]([CH:22]=[CH:21][CH:20]=2)[CH2:16][N:14]2[C:13](=[O:32])[CH:12]=[CH:11][C:10]([C:5]3[CH:4]=[C:3]([F:2])[CH:8]=[C:7]([F:9])[CH:6]=3)=[N:15]2)=[N:35][CH:36]=1. (2) Given the reactants [OH:1][C:2]12[C:13]3[C:8](=[C:9]([N+:14]([O-])=O)[CH:10]=[CH:11][CH:12]=3)[C:7](=[O:17])[C:6]1([NH:18][C:19]([C:21]1[C:30]3[C:25](=[CH:26][CH:27]=[CH:28][CH:29]=3)[CH:24]=[CH:23][N:22]=1)=[O:20])[C:5]1[CH:31]=[CH:32][C:33]([CH:35]([CH3:37])[CH3:36])=[CH:34][C:4]=1[O:3]2.C(O)C, predict the reaction product. The product is: [NH2:14][C:9]1[CH:10]=[CH:11][CH:12]=[C:13]2[C:8]=1[C:7](=[O:17])[C:6]1([NH:18][C:19]([C:21]3[C:30]4[C:25](=[CH:26][CH:27]=[CH:28][CH:29]=4)[CH:24]=[CH:23][N:22]=3)=[O:20])[C:5]3[CH:31]=[CH:32][C:33]([CH:35]([CH3:36])[CH3:37])=[CH:34][C:4]=3[O:3][C:2]12[OH:1].